From a dataset of NCI-60 drug combinations with 297,098 pairs across 59 cell lines. Regression. Given two drug SMILES strings and cell line genomic features, predict the synergy score measuring deviation from expected non-interaction effect. (1) Drug 1: C1CN1C2=NC(=NC(=N2)N3CC3)N4CC4. Drug 2: C1=C(C(=O)NC(=O)N1)F. Cell line: UACC-257. Synergy scores: CSS=18.2, Synergy_ZIP=-7.49, Synergy_Bliss=-4.17, Synergy_Loewe=-0.0701, Synergy_HSA=0.765. (2) Cell line: COLO 205. Drug 2: C1CN(P(=O)(OC1)NCCCl)CCCl. Drug 1: CCC1=CC2CC(C3=C(CN(C2)C1)C4=CC=CC=C4N3)(C5=C(C=C6C(=C5)C78CCN9C7C(C=CC9)(C(C(C8N6C)(C(=O)OC)O)OC(=O)C)CC)OC)C(=O)OC.C(C(C(=O)O)O)(C(=O)O)O. Synergy scores: CSS=22.3, Synergy_ZIP=-1.23, Synergy_Bliss=-3.02, Synergy_Loewe=-61.1, Synergy_HSA=-2.76. (3) Drug 1: C1=NC2=C(N1)C(=S)N=CN2. Drug 2: CC(C)NC(=O)C1=CC=C(C=C1)CNNC.Cl. Cell line: KM12. Synergy scores: CSS=35.1, Synergy_ZIP=-9.06, Synergy_Bliss=1.33, Synergy_Loewe=-35.8, Synergy_HSA=-0.372. (4) Synergy scores: CSS=95.3, Synergy_ZIP=0.622, Synergy_Bliss=0.579, Synergy_Loewe=1.11, Synergy_HSA=2.40. Drug 2: C1=CN(C(=O)N=C1N)C2C(C(C(O2)CO)O)O.Cl. Drug 1: C1C(C(OC1N2C=C(C(=O)NC2=O)F)CO)O. Cell line: MOLT-4.